This data is from Forward reaction prediction with 1.9M reactions from USPTO patents (1976-2016). The task is: Predict the product of the given reaction. (1) The product is: [F:26][C:27]1[CH:32]=[C:31]([F:33])[CH:30]=[CH:29][C:28]=1[CH:34]([C:22]1[C:21]2[C:25](=[C:17]([CH2:16][S:13]([CH3:12])(=[O:15])=[O:14])[CH:18]=[CH:19][CH:20]=2)[NH:24][CH:23]=1)[CH:35]1[CH2:37][CH:36]1[C:38]#[N:39]. Given the reactants [Cl-].[In+3].[Cl-].[Cl-].FC(F)(F)C(O)=O.[CH3:12][S:13]([CH2:16][C:17]1[CH:18]=[CH:19][CH:20]=[C:21]2[C:25]=1[NH:24][CH:23]=[CH:22]2)(=[O:15])=[O:14].[F:26][C:27]1[CH:32]=[C:31]([F:33])[CH:30]=[CH:29][C:28]=1[CH:34](O)[CH:35]1[CH2:37][CH:36]1[C:38]#[N:39], predict the reaction product. (2) Given the reactants C[O:2][C:3](=[O:44])[CH2:4][CH2:5][NH:6][C:7](=[O:43])[C:8]1[CH:13]=[CH:12][C:11]([N:14]([CH2:30][C:31]2[CH:36]=[CH:35][C:34]([C:37]3[CH2:42][CH2:41][CH2:40][CH2:39][CH:38]=3)=[CH:33][CH:32]=2)[C:15](=[O:29])[CH:16]=[CH:17][C:18]2[CH:23]=[CH:22][CH:21]=[C:20]([O:24][C:25]([F:28])([F:27])[F:26])[CH:19]=2)=[CH:10][CH:9]=1.[OH-].[Na+], predict the reaction product. The product is: [C:37]1([C:34]2[CH:35]=[CH:36][C:31]([CH2:30][N:14]([C:15](=[O:29])[CH:16]=[CH:17][C:18]3[CH:23]=[CH:22][CH:21]=[C:20]([O:24][C:25]([F:28])([F:27])[F:26])[CH:19]=3)[C:11]3[CH:12]=[CH:13][C:8]([C:7]([NH:6][CH2:5][CH2:4][C:3]([OH:44])=[O:2])=[O:43])=[CH:9][CH:10]=3)=[CH:32][CH:33]=2)[CH2:42][CH2:41][CH2:40][CH2:39][CH:38]=1. (3) The product is: [O:8]=[C:5]1[CH2:6][CH2:7][N:2]([C:15]([O:17][CH2:18][C:19]2[CH:24]=[CH:23][CH:22]=[CH:21][CH:20]=2)=[O:16])[CH2:3][CH2:4]1. Given the reactants Cl.[NH:2]1[CH2:7][CH2:6][C:5](=[O:8])[CH2:4][CH2:3]1.C([O-])([O-])=O.[K+].[K+].[C:15](Cl)([O:17][CH2:18][C:19]1[CH:24]=[CH:23][CH:22]=[CH:21][CH:20]=1)=[O:16].C(OCC)(=O)C.CCCCCC, predict the reaction product. (4) The product is: [F:2][C:3]1[CH:4]=[CH:5][C:6]([CH:9]([OH:23])[CH:10]([NH:22][S:34]([C:24]2[C:33]3[C:28](=[CH:29][CH:30]=[CH:31][CH:32]=3)[CH:27]=[CH:26][CH:25]=2)(=[O:36])=[O:35])[CH2:11][C:12]2[CH:17]=[CH:16][C:15]([C:18]([F:21])([F:20])[F:19])=[CH:14][CH:13]=2)=[CH:7][CH:8]=1. Given the reactants Cl.[F:2][C:3]1[CH:8]=[CH:7][C:6]([CH:9]([OH:23])[CH:10]([NH2:22])[CH2:11][C:12]2[CH:17]=[CH:16][C:15]([C:18]([F:21])([F:20])[F:19])=[CH:14][CH:13]=2)=[CH:5][CH:4]=1.[C:24]1([S:34](Cl)(=[O:36])=[O:35])[C:33]2[C:28](=[CH:29][CH:30]=[CH:31][CH:32]=2)[CH:27]=[CH:26][CH:25]=1.C(=O)([O-])O.[Na+], predict the reaction product. (5) Given the reactants Cl[C:2]1[N:7]=[CH:6][C:5]([F:8])=[CH:4][N:3]=1.[CH3:9][C:10]1[CH:11]=[C:12]([CH:14]=[C:15]([C:17]2[S:21][CH:20]=[N:19][CH:18]=2)[CH:16]=1)[NH2:13].CC1(C)C2C(=C(P(C3C=CC=CC=3)C3C=CC=CC=3)C=CC=2)OC2C(P(C3C=CC=CC=3)C3C=CC=CC=3)=CC=CC1=2.C(=O)([O-])[O-].[Cs+].[Cs+], predict the reaction product. The product is: [F:8][C:5]1[CH:4]=[N:3][C:2]([NH:13][C:12]2[CH:14]=[C:15]([C:17]3[S:21][CH:20]=[N:19][CH:18]=3)[CH:16]=[C:10]([CH3:9])[CH:11]=2)=[N:7][CH:6]=1. (6) Given the reactants [C:1]1([C:35]2[CH:40]=[CH:39][CH:38]=[CH:37][CH:36]=2)[CH:6]=[C:5]([CH2:7][NH:8][CH2:9][CH2:10][CH2:11][NH:12][CH2:13][CH2:14][CH2:15][NH:16][CH2:17][CH:18]([CH3:20])[CH3:19])[CH:4]=[C:3]([CH2:21][NH:22][CH2:23][CH2:24][CH2:25][NH:26][CH2:27][CH2:28][CH2:29][NH:30][CH2:31][CH:32]([CH3:34])[CH3:33])[CH:2]=1.[ClH:41], predict the reaction product. The product is: [ClH:41].[C:1]1([C:35]2[CH:40]=[CH:39][CH:38]=[CH:37][CH:36]=2)[CH:2]=[C:3]([CH2:21][NH:22][CH2:23][CH2:24][CH2:25][NH:26][CH2:27][CH2:28][CH2:29][NH:30][CH2:31][CH:32]([CH3:33])[CH3:34])[CH:4]=[C:5]([CH2:7][NH:8][CH2:9][CH2:10][CH2:11][NH:12][CH2:13][CH2:14][CH2:15][NH:16][CH2:17][CH:18]([CH3:19])[CH3:20])[CH:6]=1. (7) Given the reactants C([NH:4][CH:5]([C:9]1[CH:14]=[CH:13][CH:12]=[C:11]([O:15][CH2:16][C:17]2[CH:22]=[CH:21][CH:20]=[CH:19][C:18]=2[Cl:23])[C:10]=1[O:24][CH2:25][C:26]1[CH:31]=[CH:30][CH:29]=[CH:28][C:27]=1[Cl:32])[C:6]([OH:8])=[O:7])(=O)C.C(N(CC)CC)C.C1C=NC2N(O)N=NC=2C=1.[F:50][CH:51]([F:55])[C:52](O)=[O:53].CCN=C=NCCCN(C)C, predict the reaction product. The product is: [Cl:32][C:27]1[CH:28]=[CH:29][CH:30]=[CH:31][C:26]=1[CH2:25][O:24][C:10]1[C:11]([O:15][CH2:16][C:17]2[CH:22]=[CH:21][CH:20]=[CH:19][C:18]=2[Cl:23])=[CH:12][CH:13]=[CH:14][C:9]=1[CH:5]([NH:4][C:52](=[O:53])[CH:51]([F:55])[F:50])[C:6]([OH:8])=[O:7].